From a dataset of Full USPTO retrosynthesis dataset with 1.9M reactions from patents (1976-2016). Predict the reactants needed to synthesize the given product. (1) Given the product [CH3:15][O:14][C:12]([C:1]1([CH:8]=[O:10])[CH2:3][CH2:4][CH2:5][CH2:6][CH2:7]1)=[O:13], predict the reactants needed to synthesize it. The reactants are: [C:1]1([C:12]([O:14][CH3:15])=[O:13])([C:8]([O:10]C)=O)[CH2:7][CH2:6][CH2:5][CH2:4][CH2:3]C1.[H-].C([Al+]CC(C)C)C(C)C. (2) Given the product [NH:1]1[C:9]2[C:4](=[CH:5][C:6]([NH:10][C:11]3[CH:16]=[CH:15][N:14]=[C:13]([C:17]4[CH:18]=[C:19]([CH:25]=[CH:26][CH:27]=4)[O:20][CH2:21][C:22]([NH:40][C@H:37]4[CH2:38][CH2:39][N:35]([C:33]([O:32][C:28]([CH3:31])([CH3:29])[CH3:30])=[O:34])[CH2:36]4)=[O:23])[N:12]=3)=[CH:7][CH:8]=2)[CH:3]=[N:2]1, predict the reactants needed to synthesize it. The reactants are: [NH:1]1[C:9]2[C:4](=[CH:5][C:6]([NH:10][C:11]3[CH:16]=[CH:15][N:14]=[C:13]([C:17]4[CH:18]=[C:19]([CH:25]=[CH:26][CH:27]=4)[O:20][CH2:21][C:22](O)=[O:23])[N:12]=3)=[CH:7][CH:8]=2)[CH:3]=[N:2]1.[C:28]([O:32][C:33]([N:35]1[CH2:39][CH2:38][CH:37]([NH2:40])[CH2:36]1)=[O:34])([CH3:31])([CH3:30])[CH3:29].CN(C(ON1N=NC2C=CC=NC1=2)=[N+](C)C)C.F[P-](F)(F)(F)(F)F.CCN(CC)CC. (3) Given the product [ClH:38].[ClH:41].[NH2:40][CH2:39][C@H:8]([CH2:31][C:32]1[CH:33]=[CH:34][C:35]([Cl:38])=[CH:36][CH:37]=1)[C:9]([N:11]1[CH2:16][CH2:15][N:14]([C:17]2[C:18]3[C:25]([C:26]4[S:27][CH:28]=[CH:29][CH:30]=4)=[CH:24][NH:23][C:19]=3[N:20]=[CH:21][N:22]=2)[CH2:13][CH2:12]1)=[O:10], predict the reactants needed to synthesize it. The reactants are: C([C@:8]([CH2:39][NH2:40])([CH2:31][C:32]1[CH:37]=[CH:36][C:35]([Cl:38])=[CH:34][CH:33]=1)[C:9]([N:11]1[CH2:16][CH2:15][N:14]([C:17]2[C:18]3[C:25]([C:26]4[S:27][CH:28]=[CH:29][CH:30]=4)=[CH:24][NH:23][C:19]=3[N:20]=[CH:21][N:22]=2)[CH2:13][CH2:12]1)=[O:10])(OC(C)(C)C)=O.[ClH:41].O1CCOCC1. (4) Given the product [C:20]([C@:6]1([CH2:5][OH:4])[O:7][C@H:8]([N:11]2[CH:16]=[C:15]([CH3:17])[C:14](=[O:18])[NH:13][C:12]2=[O:19])[CH:9]=[CH:10]1)#[CH:21], predict the reactants needed to synthesize it. The reactants are: C([O:4][CH2:5][C@:6]1([C:20]#[C:21][Si](C)(C)C)[CH:10]=[CH:9][CH:8]([N:11]2[CH:16]=[C:15]([CH3:17])[C:14](=[O:18])[NH:13][C:12]2=[O:19])[O:7]1)(=O)C.[OH-].[Na+].[Cl-].[NH4+].